Dataset: Catalyst prediction with 721,799 reactions and 888 catalyst types from USPTO. Task: Predict which catalyst facilitates the given reaction. (1) Reactant: [Cl:1][C:2]1[CH:3]=[C:4]([NH:9][C:10]2[C:19]3[C:14](=[CH:15][C:16]([O:21][C@H:22]4[CH2:26][CH2:25][O:24][CH2:23]4)=[C:17]([NH2:20])[CH:18]=3)[N:13]=[CH:12][N:11]=2)[CH:5]=[CH:6][C:7]=1[F:8].[Br:27][CH2:28]/[CH:29]=[CH:30]/[C:31](Cl)=[O:32].O. Product: [Br:27][CH2:28]/[CH:29]=[CH:30]/[C:31]([NH:20][C:17]1[CH:18]=[C:19]2[C:14](=[CH:15][C:16]=1[O:21][C@H:22]1[CH2:26][CH2:25][O:24][CH2:23]1)[N:13]=[CH:12][N:11]=[C:10]2[NH:9][C:4]1[CH:5]=[CH:6][C:7]([F:8])=[C:2]([Cl:1])[CH:3]=1)=[O:32]. The catalyst class is: 7. (2) Reactant: [NH:1]1[C:9]2[C:4](=[CH:5][CH:6]=[CH:7][CH:8]=2)[C:3]([CH:10]=O)=[N:2]1.Cl.[NH2:13][C:14]1[C:22]([NH2:23])=[CH:21][CH:20]=[CH:19][C:15]=1[C:16]([OH:18])=[O:17].N1C2C(=CC=CC=2)C(C2NC3C=CC=CC=3N=2)=N1. Product: [NH:1]1[C:9]2[C:4](=[CH:5][CH:6]=[CH:7][CH:8]=2)[C:3]([C:10]2[NH:13][C:14]3[C:15]([C:16]([OH:18])=[O:17])=[CH:19][CH:20]=[CH:21][C:22]=3[N:23]=2)=[N:2]1. The catalyst class is: 641. (3) Reactant: [OH:1][CH2:2][C@H:3]([NH:18]C(=O)OC(C)(C)C)[C:4]([N:6]([CH3:17])[C@H:7]1[C:16]2[C:11](=[CH:12][CH:13]=[CH:14][CH:15]=2)[CH2:10][CH2:9][CH2:8]1)=[O:5].[ClH:26].CCOCC. Product: [ClH:26].[NH2:18][C@@H:3]([CH2:2][OH:1])[C:4]([N:6]([CH3:17])[C@H:7]1[C:16]2[C:11](=[CH:12][CH:13]=[CH:14][CH:15]=2)[CH2:10][CH2:9][CH2:8]1)=[O:5]. The catalyst class is: 5. (4) Reactant: Cl[C:2]1[N:3]=[N:4][C:5]([CH2:10][C:11]2[CH:16]=[CH:15][N:14]=[CH:13][CH:12]=2)=[C:6]([CH3:9])[C:7]=1[CH3:8].[CH3:17][C:18]1[CH:19]=[C:20]([CH:22]=[CH:23][CH:24]=1)[NH2:21]. Product: [CH3:17][C:18]1[CH:19]=[C:20]([CH:22]=[CH:23][CH:24]=1)[NH:21][C:2]1[N:3]=[N:4][C:5]([CH2:10][C:11]2[CH:16]=[CH:15][N:14]=[CH:13][CH:12]=2)=[C:6]([CH3:9])[C:7]=1[CH3:8]. The catalyst class is: 61. (5) Reactant: Cl[C:2]1[CH:7]=[C:6]([C:8]2[N:12]([CH2:13][C@@H:14]([OH:17])[CH2:15][CH3:16])[N:11]=[C:10]([NH:18][C:19]3[CH:24]=[CH:23][C:22]([F:25])=[C:21]([F:26])[CH:20]=3)[N:9]=2)[CH:5]=[C:4]([CH3:27])[N:3]=1.[CH3:28][CH2:29]N(CC)CC.S1C=CC=C1. Product: [F:26][C:21]1[CH:20]=[C:19]([NH:18][C:10]2[N:9]=[C:8]([C:6]3[CH:7]=[CH:2][N:3]=[C:4]([CH3:27])[CH:5]=3)[N:12]([CH2:13][CH:14]([OH:17])[CH2:15][CH2:16][CH2:28][CH3:29])[N:11]=2)[CH:24]=[CH:23][C:22]=1[F:25]. The catalyst class is: 123.